This data is from Forward reaction prediction with 1.9M reactions from USPTO patents (1976-2016). The task is: Predict the product of the given reaction. (1) Given the reactants C([Li])CCC.[Br-].[OH:7][C:8]1[CH:33]=[CH:32][CH:31]=[CH:30][C:9]=1[CH2:10][P+](C1C=CC=CC=1)(C1C=CC=CC=1)C1C=CC=CC=1.[C:34]([C:36]1[CH:41]=[CH:40][C:39]([CH2:42][CH2:43][CH:44]([CH:54]=O)[CH2:45][CH2:46][CH2:47][CH2:48][C:49]([O:51][CH2:52][CH3:53])=[O:50])=[CH:38][CH:37]=1)#[N:35].O, predict the reaction product. The product is: [C:34]([C:36]1[CH:41]=[CH:40][C:39]([CH2:42][CH2:43][CH:44](/[CH:54]=[CH:10]/[C:9]2[CH:30]=[CH:31][CH:32]=[CH:33][C:8]=2[OH:7])[CH2:45][CH2:46][CH2:47][CH2:48][C:49]([O:51][CH2:52][CH3:53])=[O:50])=[CH:38][CH:37]=1)#[N:35]. (2) Given the reactants [CH3:1][C:2]1[N:3]=[CH:4][C:5]([CH2:8][NH:9][C:10]([NH:12][C:13]2[CH:18]=[CH:17][C:16]([N:19]3[CH2:24][CH2:23][O:22][CH2:21][CH2:20]3)=[CH:15][CH:14]=2)=[S:11])=[N:6][CH:7]=1.[CH3:25][C:26]([O-])=[O:27].[Na+].BrCC(OCC)=O, predict the reaction product. The product is: [CH3:1][C:2]1[N:3]=[CH:4][C:5]([CH2:8][N:9]2[C:26](=[O:27])[CH2:25][S:11][C:10]2=[N:12][C:13]2[CH:14]=[CH:15][C:16]([N:19]3[CH2:24][CH2:23][O:22][CH2:21][CH2:20]3)=[CH:17][CH:18]=2)=[N:6][CH:7]=1. (3) Given the reactants [N:1]1[CH:6]=[CH:5][C:4]([C:7]2[CH:13]=[CH:12][C:10]([NH2:11])=[CH:9][CH:8]=2)=[CH:3][CH:2]=1.[F:14][C:15]1[CH:28]=[CH:27][C:18]2[S:19][C:20]([S:23](Cl)(=[O:25])=[O:24])=[C:21]([CH3:22])[C:17]=2[CH:16]=1, predict the reaction product. The product is: [N:1]1[CH:6]=[CH:5][C:4]([C:7]2[CH:13]=[CH:12][C:10]([NH:11][S:23]([C:20]3[S:19][C:18]4[CH:27]=[CH:28][C:15]([F:14])=[CH:16][C:17]=4[C:21]=3[CH3:22])(=[O:25])=[O:24])=[CH:9][CH:8]=2)=[CH:3][CH:2]=1. (4) Given the reactants Cl[C:2]1[C:11]2[C:6](=[CH:7][CH:8]=[CH:9][CH:10]=2)[CH:5]=[C:4]([NH:12][C:13]2[CH:17]=[C:16]([CH3:18])[NH:15][N:14]=2)[N:3]=1.[CH3:19][C:20]1[CH:21]=[C:22](B(O)O)[CH:23]=[CH:24][CH:25]=1, predict the reaction product. The product is: [CH3:19][C:20]1[CH:25]=[C:24]([C:2]2[C:11]3[C:6](=[CH:7][CH:8]=[CH:9][CH:10]=3)[CH:5]=[C:4]([NH:12][C:13]3[CH:17]=[C:16]([CH3:18])[NH:15][N:14]=3)[N:3]=2)[CH:23]=[CH:22][CH:21]=1. (5) Given the reactants [CH3:1][C:2]1[N:7]=[C:6]([S:8][CH2:9][C:10]2[S:14][CH:13]=[N:12][C:11]=2[CH3:15])[N:5]=[C:4]([OH:16])[CH:3]=1.[ClH:17].O1CCOCC1, predict the reaction product. The product is: [ClH:17].[CH3:1][C:2]1[N:7]=[C:6]([S:8][CH2:9][C:10]2[S:14][CH:13]=[N:12][C:11]=2[CH3:15])[N:5]=[C:4]([OH:16])[CH:3]=1.